Dataset: Forward reaction prediction with 1.9M reactions from USPTO patents (1976-2016). Task: Predict the product of the given reaction. The product is: [C:30]([OH:2])(=[O:31])[CH3:32].[CH2:21]([NH:20][C:18]1[NH:17][C:15]([NH:14][CH2:6][CH2:7][CH2:8][CH2:9][CH2:10][CH2:11][CH2:12][CH3:13])=[N:16][C:30]([CH3:32])([CH3:29])[N:19]=1)[CH2:22][CH2:23][CH2:24][CH2:25][CH2:26][CH2:27][CH3:28]. Given the reactants C[OH:2].Cl.Cl.Cl.[CH2:6]([NH:14][C:15]([NH:17][C:18]([NH:20][CH2:21][CH2:22][CH2:23][CH2:24][CH2:25][CH2:26][CH2:27][CH3:28])=[NH:19])=[NH:16])[CH2:7][CH2:8][CH2:9][CH2:10][CH2:11][CH2:12][CH3:13].[CH3:29][C:30]([CH3:32])=[O:31], predict the reaction product.